Predict the reactants needed to synthesize the given product. From a dataset of Full USPTO retrosynthesis dataset with 1.9M reactions from patents (1976-2016). (1) Given the product [CH2:1]([O:8][C:9]1[CH:10]=[C:11]2[C:16](=[CH:17][CH:18]=1)[C:15](=[O:19])[N:14]([CH2:20][CH:21]([CH3:23])[CH3:22])[C:13]([CH2:24][Cl:35])=[C:12]2[C:26]1[CH:31]=[CH:30][C:29]([Cl:32])=[CH:28][CH:27]=1)[C:2]1[CH:7]=[CH:6][CH:5]=[CH:4][CH:3]=1, predict the reactants needed to synthesize it. The reactants are: [CH2:1]([O:8][C:9]1[CH:10]=[C:11]2[C:16](=[CH:17][CH:18]=1)[C:15](=[O:19])[N:14]([CH2:20][CH:21]([CH3:23])[CH3:22])[C:13]([CH2:24]O)=[C:12]2[C:26]1[CH:31]=[CH:30][C:29]([Cl:32])=[CH:28][CH:27]=1)[C:2]1[CH:7]=[CH:6][CH:5]=[CH:4][CH:3]=1.S(Cl)([Cl:35])=O.C(=O)([O-])O.[Na+]. (2) Given the product [F:1][C:2]1[CH:11]=[CH:10][C:9]([C:12]([NH2:14])=[O:13])=[C:8]2[C:3]=1[CH2:4][CH:5]([N:15]([CH2:16][CH2:17][CH2:18][CH2:19][C:20]1[C:28]3[C:23](=[CH:24][CH:25]=[C:26]([F:29])[CH:27]=3)[NH:22][CH:21]=1)[CH2:30][CH2:31][CH3:32])[CH2:6][O:7]2, predict the reactants needed to synthesize it. The reactants are: [F:1][C:2]1[CH:11]=[CH:10][C:9]([C:12]([NH2:14])=[O:13])=[C:8]2[C:3]=1[CH2:4][CH:5]([NH:15][CH2:16][CH2:17][CH2:18][CH2:19][C:20]1[C:28]3[C:23](=[CH:24][CH:25]=[C:26]([F:29])[CH:27]=3)[NH:22][CH:21]=1)[CH2:6][O:7]2.[CH:30](=O)[CH2:31][CH3:32].C(O)(=O)C.C([BH3-])#N.[Na+]. (3) Given the product [CH3:1][O:2][C:3](=[O:14])[N:4]([C:5]1[CH:6]=[C:7]([Br:13])[C:8]([F:12])=[C:9]([Br:11])[CH:10]=1)[CH2:26][C:27]1[CH:32]=[CH:31][C:30]([O:33][CH3:34])=[CH:29][CH:28]=1, predict the reactants needed to synthesize it. The reactants are: [CH3:1][O:2][C:3](=[O:14])[NH:4][C:5]1[CH:10]=[C:9]([Br:11])[C:8]([F:12])=[C:7]([Br:13])[CH:6]=1.C[Si]([N-][Si](C)(C)C)(C)C.[Na+].Cl[CH2:26][C:27]1[CH:32]=[CH:31][C:30]([O:33][CH3:34])=[CH:29][CH:28]=1. (4) Given the product [CH2:24]([O:23][C:20](=[O:22])[CH2:21][C:12]1[CH:13]=[CH:14][CH:15]=[C:10]([CH2:16][C:1](=[O:4])[CH3:2])[CH:11]=1)[CH3:25], predict the reactants needed to synthesize it. The reactants are: [C:1]([O-:4])(=O)[CH3:2].[Ca+2].C([O-])(=O)C.[C:10]1([CH3:16])[CH:15]=[CH:14][CH:13]=[CH:12][CH:11]=1.[OH-].[Na+].Cl.[C:20]([O:23][CH2:24][CH3:25])(=[O:22])[CH3:21]. (5) Given the product [Cl:11][C:12]1[O:16][C:15]([CH2:17][C:18]2[CH:19]=[CH:20][C:21]([CH2:22][NH2:23])=[CH:24][CH:25]=2)=[CH:14][CH:13]=1, predict the reactants needed to synthesize it. The reactants are: [H-].[H-].[H-].[H-].[Li+].[Al+3].[Cl-].[Al+3].[Cl-].[Cl-].[Cl:11][C:12]1[O:16][C:15]([CH:17](O)[C:18]2[CH:25]=[CH:24][C:21]([C:22]#[N:23])=[CH:20][CH:19]=2)=[CH:14][CH:13]=1.N. (6) Given the product [C:60]([O:59][C:57]([N:49]([C:50]([O:52][C:53]([CH3:54])([CH3:55])[CH3:56])=[O:51])[C:45]1[C:46]2[C:41](=[CH:40][C:39]([NH:38][CH:66]([C:31]3[CH:32]=[CH:33][C:28]([CH2:27][CH2:26][CH2:25][C:24]([NH:23][C:13]4[CH:14]=[CH:15][C:16]([S:17]([CH:20]([CH3:22])[CH3:21])(=[O:19])=[O:18])=[C:11]([CH2:10][N:8]([C:6]([O:5][C:1]([CH3:4])([CH3:3])[CH3:2])=[O:7])[CH3:9])[CH:12]=4)=[O:37])=[CH:29][CH:30]=3)[C:65]([OH:69])=[O:68])=[CH:48][CH:47]=2)[CH:42]=[CH:43][N:44]=1)=[O:58])([CH3:63])([CH3:62])[CH3:61], predict the reactants needed to synthesize it. The reactants are: [C:1]([O:5][C:6]([N:8]([CH2:10][C:11]1[CH:12]=[C:13]([NH:23][C:24](=[O:37])[CH2:25][CH2:26][CH2:27][C:28]2[CH:33]=[CH:32][C:31](B(O)O)=[CH:30][CH:29]=2)[CH:14]=[CH:15][C:16]=1[S:17]([CH:20]([CH3:22])[CH3:21])(=[O:19])=[O:18])[CH3:9])=[O:7])([CH3:4])([CH3:3])[CH3:2].[NH2:38][C:39]1[CH:40]=[C:41]2[C:46](=[CH:47][CH:48]=1)[C:45]([N:49]([C:57]([O:59][C:60]([CH3:63])([CH3:62])[CH3:61])=[O:58])[C:50]([O:52][C:53]([CH3:56])([CH3:55])[CH3:54])=[O:51])=[N:44][CH:43]=[CH:42]2.O.[C:65]([OH:69])(=[O:68])[CH:66]=O. (7) Given the product [OH:4][C@H:5]1[CH2:22][CH2:21][C@@:20]2([CH3:23])[C@@H:7]([CH2:8][CH2:9][C@:10]3([CH3:51])[C@@H:19]2[CH2:18][CH2:17][C@H:16]2[C@@:11]3([CH3:50])[CH2:12][CH2:13][C@@:14]3([C:31]([N:33]4[CH2:38][CH2:37][CH:36]([C:39]([NH:40][CH2:41][CH2:42][N:43]5[CH2:48][CH2:47][O:46][CH2:45][CH2:44]5)=[O:49])[CH2:35][CH2:34]4)=[O:32])[CH2:26][CH2:25][C@@H:24]([C:27]4([CH3:30])[CH2:28][CH2:29]4)[C@@H:15]32)[C:6]1([CH3:53])[CH3:52], predict the reactants needed to synthesize it. The reactants are: C([O:4][C@H:5]1[CH2:22][CH2:21][C@@:20]2([CH3:23])[C@@H:7]([CH2:8][CH2:9][C@:10]3([CH3:51])[C@@H:19]2[CH2:18][CH2:17][C@H:16]2[C@@:11]3([CH3:50])[CH2:12][CH2:13][C@@:14]3([C:31]([N:33]4[CH2:38][CH2:37][CH:36]([C:39](=[O:49])[NH:40][CH2:41][CH2:42][N:43]5[CH2:48][CH2:47][O:46][CH2:45][CH2:44]5)[CH2:35][CH2:34]4)=[O:32])[CH2:26][CH2:25][C@@H:24]([C:27]4([CH3:30])[CH2:29][CH2:28]4)[C@@H:15]32)[C:6]1([CH3:53])[CH3:52])(=O)C.CO.